This data is from Catalyst prediction with 721,799 reactions and 888 catalyst types from USPTO. The task is: Predict which catalyst facilitates the given reaction. (1) Reactant: [Br:1][C:2]1[CH:11]=[CH:10][C:9]([OH:12])=[CH:8][C:3]=1[C:4]([O:6][CH3:7])=[O:5].Br[CH2:14][C:15]1[CH:20]=[CH:19][C:18]([F:21])=[CH:17][CH:16]=1.C(=O)([O-])[O-].[K+].[K+]. The catalyst class is: 18. Product: [Br:1][C:2]1[CH:11]=[CH:10][C:9]([O:12][CH2:14][C:15]2[CH:20]=[CH:19][C:18]([F:21])=[CH:17][CH:16]=2)=[CH:8][C:3]=1[C:4]([O:6][CH3:7])=[O:5]. (2) Reactant: [OH:1][C@H:2]([CH2:8][C:9](=[O:11])[O-:10])[CH2:3][N+:4]([CH3:7])([CH3:6])[CH3:5].[C:12]([OH:17])(=[O:16])[CH2:13][CH2:14][CH3:15].O.[OH-].[Ca+2:20].[OH-]. Product: [C:9]([O-:11])(=[O:10])[CH2:8][CH2:2][CH3:3].[Ca+2:20].[OH:1][C@H:2]([CH2:8][C:9](=[O:10])[O-:11])[CH2:3][N+:4]([CH3:7])([CH3:5])[CH3:6].[C:12]([O-:17])(=[O:16])[CH2:13][CH2:14][CH3:15]. The catalyst class is: 5. (3) Reactant: O1C=CN=C1.O[CH2:7][C@H:8]([NH:15][C:16]([C:18]1[N:23]=[N:22][C:21]([C:24]([N:26]2[CH2:31][CH2:30][N:29]([C:32]([O:34][C:35]([CH3:38])([CH3:37])[CH3:36])=[O:33])[C@@H:28]([CH:39]([CH3:41])[CH3:40])[CH2:27]2)=[O:25])=[CH:20][C:19]=1[CH:42]([CH3:44])[CH3:43])=[O:17])[C:9]1[CH:14]=[CH:13][CH:12]=[CH:11][CH:10]=1. Product: [CH:39]([C@H:28]1[CH2:27][N:26]([C:24]([C:21]2[N:22]=[N:23][C:18]([C:16]3[O:17][CH:7]=[C:8]([C:9]4[CH:14]=[CH:13][CH:12]=[CH:11][CH:10]=4)[N:15]=3)=[C:19]([CH:42]([CH3:44])[CH3:43])[CH:20]=2)=[O:25])[CH2:31][CH2:30][N:29]1[C:32]([O:34][C:35]([CH3:36])([CH3:38])[CH3:37])=[O:33])([CH3:41])[CH3:40]. The catalyst class is: 828. (4) Reactant: C(O)(=O)C.[N:5]1[CH:10]=[CH:9][C:8]([C:11]([CH3:23])=[CH:12][C:13]([O:15]CC2C=CC=CC=2)=[O:14])=[CH:7][CH:6]=1. Product: [N:5]1[CH:10]=[CH:9][C:8]([CH:11]([CH3:23])[CH2:12][C:13]([OH:15])=[O:14])=[CH:7][CH:6]=1. The catalyst class is: 5. (5) Reactant: C(OC([NH:8][C@H:9]([CH3:29])[CH2:10][O:11][C:12]1[CH:17]=[CH:16][C:15]([C:18]2[CH:23]=[CH:22][C:21]([C:24]([O:26][CH2:27][CH3:28])=[O:25])=[CH:20][CH:19]=2)=[CH:14][CH:13]=1)=O)(C)(C)C.Cl. Product: [NH2:8][C@H:9]([CH3:29])[CH2:10][O:11][C:12]1[CH:13]=[CH:14][C:15]([C:18]2[CH:23]=[CH:22][C:21]([C:24]([O:26][CH2:27][CH3:28])=[O:25])=[CH:20][CH:19]=2)=[CH:16][CH:17]=1. The catalyst class is: 8. (6) Reactant: [CH2:1]([O:3][C:4](=[O:19])[CH:5]=[CH:6][C:7]1[S:8][C:9]([CH:12]=[CH:13][C:14]([O:16][CH2:17][CH3:18])=[O:15])=[CH:10][CH:11]=1)[CH3:2]. Product: [CH2:17]([O:16][C:14](=[O:15])[CH2:13][CH2:12][C:9]1[S:8][C:7]([CH2:6][CH2:5][C:4]([O:3][CH2:1][CH3:2])=[O:19])=[CH:11][CH:10]=1)[CH3:18]. The catalyst class is: 19. (7) Reactant: Cl.[CH3:2][N:3]1[C:7]2=[N:8][C:9]([O:12][CH2:13][C:14]3[CH:19]=[CH:18][CH:17]=[CH:16][N:15]=3)=[CH:10][CH:11]=[C:6]2[C:5]([N:20]2[CH2:25][CH2:24][NH:23][CH2:22][C:21]2=[O:26])=[CH:4]1.C(N(CC)CC)C.[C:34](Cl)(=[O:39])[O:35][CH2:36][CH2:37][F:38]. Product: [CH3:2][N:3]1[C:7]2=[N:8][C:9]([O:12][CH2:13][C:14]3[CH:19]=[CH:18][CH:17]=[CH:16][N:15]=3)=[CH:10][CH:11]=[C:6]2[C:5]([N:20]2[CH2:25][CH2:24][N:23]([C:34]([O:35][CH2:36][CH2:37][F:38])=[O:39])[CH2:22][C:21]2=[O:26])=[CH:4]1. The catalyst class is: 2. (8) Reactant: [S:1]=[C:2]1[NH:7][C:6]2[NH:8][CH:9]=[CH:10][C:5]=2[C:4](=[O:11])[N:3]1[C:12]1[CH:17]=[CH:16][C:15]([CH2:18][CH2:19][C:20]([F:23])([F:22])[F:21])=[CH:14][CH:13]=1.IC.[C:26](=O)([O-])O.[Na+]. Product: [CH3:26][S:1][C:2]1[N:3]([C:12]2[CH:13]=[CH:14][C:15]([CH2:18][CH2:19][C:20]([F:21])([F:23])[F:22])=[CH:16][CH:17]=2)[C:4](=[O:11])[C:5]2[CH:10]=[CH:9][NH:8][C:6]=2[N:7]=1. The catalyst class is: 9.